Dataset: Reaction yield outcomes from USPTO patents with 853,638 reactions. Task: Predict the reaction yield, written as a fraction of the theoretical maximum amount of product (1.0 means a 100% yield; for example, 0.34 means a 34% yield). (1) The reactants are [OH-].[Na+].[CH:3]12[CH2:12][CH:7]3[CH2:8][CH:9]([CH2:11][CH:5]([CH2:6]3)[CH:4]1[NH:13][C:14]([C:16]1[CH:17]=[N:18][N:19]([C:25]3[CH:34]=[CH:33][C:28]([C:29]([O:31]C)=[O:30])=[CH:27][CH:26]=3)[C:20]=1[C:21]([CH3:24])([CH3:23])[CH3:22])=[O:15])[CH2:10]2. The catalyst is CO. The product is [CH:3]12[CH2:10][CH:9]3[CH2:8][CH:7]([CH2:6][CH:5]([CH2:11]3)[CH:4]1[NH:13][C:14]([C:16]1[CH:17]=[N:18][N:19]([C:25]3[CH:34]=[CH:33][C:28]([C:29]([OH:31])=[O:30])=[CH:27][CH:26]=3)[C:20]=1[C:21]([CH3:23])([CH3:24])[CH3:22])=[O:15])[CH2:12]2. The yield is 0.890. (2) The reactants are Br[C:2]1[CH:3]=[CH:4][C:5]([CH:8]=[O:9])=[N:6][CH:7]=1.[CH3:10][NH:11][C:12]([C:14]1[CH:19]=[CH:18][C:17](B(O)O)=[CH:16][CH:15]=1)=[O:13].C([O-])([O-])=O.[Na+].[Na+].CCOC(C)=O.CCCCCC. The catalyst is C1(C)C=CC=CC=1.CCO.C1C=CC([P]([Pd]([P](C2C=CC=CC=2)(C2C=CC=CC=2)C2C=CC=CC=2)([P](C2C=CC=CC=2)(C2C=CC=CC=2)C2C=CC=CC=2)[P](C2C=CC=CC=2)(C2C=CC=CC=2)C2C=CC=CC=2)(C2C=CC=CC=2)C2C=CC=CC=2)=CC=1. The product is [CH:8]([C:5]1[N:6]=[CH:7][C:2]([C:17]2[CH:18]=[CH:19][C:14]([C:12]([NH:11][CH3:10])=[O:13])=[CH:15][CH:16]=2)=[CH:3][CH:4]=1)=[O:9]. The yield is 0.620. (3) The reactants are [CH2:1]([O:3][C:4](=[O:18])[C:5]1[CH:10]=[CH:9][CH:8]=[C:7]([C:11]2[CH:16]=[CH:15][CH:14]=[C:13]([NH2:17])[CH:12]=2)[CH:6]=1)[CH3:2].C(=O)([O-])[O-].[K+].[K+].[S:25](O[S:25]([C:28]([F:31])([F:30])[F:29])(=[O:27])=[O:26])([C:28]([F:31])([F:30])[F:29])(=[O:27])=[O:26]. The catalyst is C(Cl)Cl. The product is [F:29][C:28]([F:31])([F:30])[S:25]([NH:17][C:13]1[CH:12]=[C:11]([C:7]2[CH:8]=[CH:9][CH:10]=[C:5]([C:4]([O:3][CH2:1][CH3:2])=[O:18])[CH:6]=2)[CH:16]=[CH:15][CH:14]=1)(=[O:27])=[O:26]. The yield is 0.910. (4) The reactants are CS(O[CH2:6][CH2:7][O:8][CH2:9][CH2:10][O:11][CH2:12][CH2:13][O:14][CH2:15][CH2:16][O:17][CH2:18][CH2:19][O:20][C:21]12[CH2:30][CH:25]3[CH2:26][CH:27]([CH2:29][CH:23]([CH2:24]3)[CH2:22]1)[CH2:28]2)(=O)=O.[N-:31]=[N+:32]=[N-:33].[Na+]. The catalyst is CN(C=O)C.O. The product is [C:21]12([O:20][CH2:19][CH2:18][O:17][CH2:16][CH2:15][O:14][CH2:13][CH2:12][O:11][CH2:10][CH2:9][O:8][CH2:7][CH2:6][N:31]=[N+:32]=[N-:33])[CH2:30][CH:25]3[CH2:26][CH:27]([CH2:29][CH:23]([CH2:24]3)[CH2:22]1)[CH2:28]2. The yield is 0.790.